Dataset: PAMPA (Parallel Artificial Membrane Permeability Assay) permeability data from NCATS. Task: Regression/Classification. Given a drug SMILES string, predict its absorption, distribution, metabolism, or excretion properties. Task type varies by dataset: regression for continuous measurements (e.g., permeability, clearance, half-life) or binary classification for categorical outcomes (e.g., BBB penetration, CYP inhibition). Dataset: pampa_ncats. The compound is CCN1CCCC1CNC(=O)C2=CC(=C(C=C2OC)N)S(=O)(=O)CC. The result is 0 (low-to-moderate permeability).